This data is from Forward reaction prediction with 1.9M reactions from USPTO patents (1976-2016). The task is: Predict the product of the given reaction. (1) Given the reactants C[Si](C)(C)[N-][Si](C)(C)C.[Li+].[CH3:11][C:12]1[N:16]2[C:17]3[CH:26]=[CH:25][CH:24]=[CH:23][C:18]=3[C:19](=[O:22])[CH2:20][CH2:21][C:15]2=[N:14][N:13]=1.[F:27][C:28]([F:43])([C:39]([F:42])([F:41])[F:40])[C:29]([F:38])([F:37])[C:30]([F:36])([F:35])[S:31](F)(=[O:33])=[O:32].S(=O)(=O)(O)[O-].[Na+], predict the reaction product. The product is: [F:36][C:30]([F:35])([S:31]([O:22][C:19]1[C:18]2[CH:23]=[CH:24][CH:25]=[CH:26][C:17]=2[N:16]2[C:12]([CH3:11])=[N:13][N:14]=[C:15]2[CH2:21][CH:20]=1)(=[O:33])=[O:32])[C:29]([F:37])([F:38])[C:28]([F:43])([F:27])[C:39]([F:42])([F:41])[F:40]. (2) Given the reactants C(OC([CH:6]1[CH2:11][C:10]([C:18]#[N:19])([C:12]2[CH:17]=[CH:16][CH:15]=[CH:14][CH:13]=2)[CH2:9][CH2:8][C:7]1=[O:20])=O)C.Cl, predict the reaction product. The product is: [O:20]=[C:7]1[CH2:8][CH2:9][C:10]([C:12]2[CH:13]=[CH:14][CH:15]=[CH:16][CH:17]=2)([C:18]#[N:19])[CH2:11][CH2:6]1.